Dataset: Reaction yield outcomes from USPTO patents with 853,638 reactions. Task: Predict the reaction yield, written as a fraction of the theoretical maximum amount of product (1.0 means a 100% yield; for example, 0.34 means a 34% yield). (1) The reactants are C(C1(C2C=CC=CC=2)NC(=O)NC1=O)C.BrCC(C1C=CC([N+]([O-])=O)=CC=1)=O.[CH2:29]([C:31]1([C:50]2[CH:55]=[CH:54][CH:53]=[CH:52][CH:51]=2)[NH:35][C:34](=[O:36])[N:33]([CH2:37][C:38]([C:40]2[CH:45]=[CH:44][C:43]([N+:46]([O-])=O)=[CH:42][CH:41]=2)=[O:39])[C:32]1=[O:49])[CH3:30].O.O.Cl[Sn]Cl. The catalyst is C(O)C.O.C([O-])(O)=O.[Na+]. The product is [NH2:46][C:43]1[CH:44]=[CH:45][C:40]([C:38](=[O:39])[CH2:37][N:33]2[C:32](=[O:49])[C:31]([CH2:29][CH3:30])([C:50]3[CH:55]=[CH:54][CH:53]=[CH:52][CH:51]=3)[NH:35][C:34]2=[O:36])=[CH:41][CH:42]=1. The yield is 0.980. (2) The reactants are Br/[C:2](/[C:12]1[CH:17]=[CH:16][C:15]([F:18])=[CH:14][CH:13]=1)=[C:3](\[C:6]1[CH:11]=[CH:10][CH:9]=[CH:8][CH:7]=1)/[CH2:4][CH3:5].[CH:19]([C:21]1[CH:26]=[CH:25][C:24](B(O)O)=[CH:23][CH:22]=1)=[O:20].C(=O)([O-])[O-].[Na+].[Na+]. The catalyst is COCCOC.C1C=CC([P]([Pd]([P](C2C=CC=CC=2)(C2C=CC=CC=2)C2C=CC=CC=2)([P](C2C=CC=CC=2)(C2C=CC=CC=2)C2C=CC=CC=2)[P](C2C=CC=CC=2)(C2C=CC=CC=2)C2C=CC=CC=2)(C2C=CC=CC=2)C2C=CC=CC=2)=CC=1. The product is [CH:19]([C:21]1[CH:26]=[CH:25][C:24](/[C:2](/[C:12]2[CH:17]=[CH:16][C:15]([F:18])=[CH:14][CH:13]=2)=[C:3](\[C:6]2[CH:11]=[CH:10][CH:9]=[CH:8][CH:7]=2)/[CH2:4][CH3:5])=[CH:23][CH:22]=1)=[O:20]. The yield is 0.920. (3) The reactants are [Cl:1][C:2]1[C:3]([CH3:25])=[C:4](I)[C:5]([O:21][CH2:22][CH3:23])=[C:6]([CH:8]([N:10]2[C:14]3=[N:15][CH:16]=[N:17][C:18]([NH2:19])=[C:13]3[C:12]([CH3:20])=[N:11]2)[CH3:9])[CH:7]=1.C1(P(C2C=CC=CC=2)C2C=CC=CC=2)C=CC=CC=1.[C:45]([O:49][CH3:50])(=[O:48])[CH:46]=[CH2:47].C(N(CC)CC)C. The catalyst is C(#N)C.C([O-])(=O)C.[Pd+2].C([O-])(=O)C. The product is [NH2:19][C:18]1[N:17]=[CH:16][N:15]=[C:14]2[N:10]([CH:8]([C:6]3[C:5]([O:21][CH2:22][CH3:23])=[C:4](/[CH:47]=[CH:46]/[C:45]([O:49][CH3:50])=[O:48])[C:3]([CH3:25])=[C:2]([Cl:1])[CH:7]=3)[CH3:9])[N:11]=[C:12]([CH3:20])[C:13]=12. The yield is 0.720. (4) The reactants are [CH:1]1([N:7]([CH:18]2[CH2:23][CH2:22][CH2:21][CH2:20][CH2:19]2)[C:8]([NH:10][C:11]2[S:12][C:13]([CH:16]=O)=[CH:14][N:15]=2)=[O:9])[CH2:6][CH2:5][CH2:4][CH2:3][CH2:2]1.Cl.[CH2:25]([S:28]([N:31]1[CH2:36][CH2:35][NH:34][CH2:33][CH2:32]1)(=[O:30])=[O:29])[CH2:26][CH3:27].C(O[BH-](OC(=O)C)OC(=O)C)(=O)C.[Na+]. No catalyst specified. The product is [CH:1]1([N:7]([CH:18]2[CH2:23][CH2:22][CH2:21][CH2:20][CH2:19]2)[C:8]([NH:10][C:11]2[S:12][C:13]([CH2:16][N:34]3[CH2:33][CH2:32][N:31]([S:28]([CH2:25][CH2:26][CH3:27])(=[O:29])=[O:30])[CH2:36][CH2:35]3)=[CH:14][N:15]=2)=[O:9])[CH2:6][CH2:5][CH2:4][CH2:3][CH2:2]1. The yield is 0.270.